This data is from Full USPTO retrosynthesis dataset with 1.9M reactions from patents (1976-2016). The task is: Predict the reactants needed to synthesize the given product. (1) The reactants are: [CH3:1][C:2]1[CH:7]=[C:6]([C:8](=[O:17])[NH:9][CH:10]2[CH2:15][CH2:14][N:13]([CH3:16])[CH2:12][CH2:11]2)[CH:5]=[CH:4][C:3]=1[C:18]1[CH:23]=[CH:22][C:21]([CH2:24][C@H:25]([NH:42][C:43]([C@H:45]2[CH2:50][CH2:49][C@H:48]([CH2:51][NH:52]C(=O)OC(C)(C)C)[CH2:47][CH2:46]2)=[O:44])[C:26](=[O:41])[NH:27][C:28]2[CH:40]=[CH:39][C:31]3[NH:32][C:33]([C:35]([F:38])([F:37])[F:36])=[N:34][C:30]=3[CH:29]=2)=[CH:20][CH:19]=1.[ClH:60]. Given the product [ClH:60].[NH2:52][CH2:51][C@H:48]1[CH2:47][CH2:46][C@H:45]([C:43]([NH:42][C@H:25]([C:26](=[O:41])[NH:27][C:28]2[CH:40]=[CH:39][C:31]3[NH:32][C:33]([C:35]([F:37])([F:38])[F:36])=[N:34][C:30]=3[CH:29]=2)[CH2:24][C:21]2[CH:20]=[CH:19][C:18]([C:3]3[CH:4]=[CH:5][C:6]([C:8]([NH:9][CH:10]4[CH2:15][CH2:14][N:13]([CH3:16])[CH2:12][CH2:11]4)=[O:17])=[CH:7][C:2]=3[CH3:1])=[CH:23][CH:22]=2)=[O:44])[CH2:50][CH2:49]1, predict the reactants needed to synthesize it. (2) Given the product [Cl:19][C:20]1[CH:21]=[CH:22][C:23]([N:26]2[CH2:31][CH2:30][N:29]([CH2:2][CH2:3][CH2:4][CH2:5][C:6]3([CH2:17][CH3:18])[C:14]4[C:9](=[CH:10][CH:11]=[C:12]([CH3:15])[CH:13]=4)[NH:8][C:7]3=[O:16])[CH2:28][CH2:27]2)=[CH:24][CH:25]=1, predict the reactants needed to synthesize it. The reactants are: Cl[CH2:2][CH2:3][CH2:4][CH2:5][C:6]1([CH2:17][CH3:18])[C:14]2[C:9](=[CH:10][CH:11]=[C:12]([CH3:15])[CH:13]=2)[NH:8][C:7]1=[O:16].[Cl:19][C:20]1[CH:25]=[CH:24][C:23]([N:26]2[CH2:31][CH2:30][NH:29][CH2:28][CH2:27]2)=[CH:22][CH:21]=1. (3) Given the product [CH3:1][O:2][C:3]([C:5]1[N:6]([CH2:17][C:18]2[CH:22]=[C:21]([C:23]3[S:24][C:25]([Cl:28])=[CH:26][CH:27]=3)[O:20][N:19]=2)[C:7]2[C:12]([CH:13]=1)=[CH:11][CH:10]=[CH:9][CH:8]=2)=[O:4], predict the reactants needed to synthesize it. The reactants are: [CH3:1][O:2][C:3]([C:5]1[NH:6][C:7]2[C:12]([CH:13]=1)=[CH:11][CH:10]=[CH:9][CH:8]=2)=[O:4].[H-].[Na+].Br[CH2:17][C:18]1[CH:22]=[C:21]([C:23]2[S:24][C:25]([Cl:28])=[CH:26][CH:27]=2)[O:20][N:19]=1.O. (4) Given the product [C:1]([C:3](=[CH:17][C:16]1[CH:15]=[CH:14][C:13]([O:12][CH2:11][CH2:10][OH:9])=[CH:20][CH:19]=1)[C:4]([O:6][CH2:7][CH3:8])=[O:5])#[N:2], predict the reactants needed to synthesize it. The reactants are: [C:1]([CH2:3][C:4]([O:6][CH2:7][CH3:8])=[O:5])#[N:2].[OH:9][CH2:10][CH2:11][O:12][C:13]1[CH:20]=[CH:19][C:16]([CH:17]=O)=[CH:15][CH:14]=1.CCCCCC. (5) Given the product [CH3:27][C:22]1[CH:23]=[C:24]([CH3:26])[CH:25]=[C:20]([CH3:33])[C:21]=1[S:28]([O-:31])(=[O:30])=[O:29].[NH2:32][N+:7]1[CH:8]=[CH:9][C:4]([CH:1]2[CH2:3][CH2:2]2)=[C:5]([N:10]([CH2:15][CH2:16][CH:17]([CH3:19])[CH3:18])[S:11]([CH3:14])(=[O:12])=[O:13])[CH:6]=1, predict the reactants needed to synthesize it. The reactants are: [CH:1]1([C:4]2[CH:9]=[CH:8][N:7]=[CH:6][C:5]=2[N:10]([CH2:15][CH2:16][CH:17]([CH3:19])[CH3:18])[S:11]([CH3:14])(=[O:13])=[O:12])[CH2:3][CH2:2]1.[C:20]1([CH3:33])[CH:25]=[C:24]([CH3:26])[CH:23]=[C:22]([CH3:27])[C:21]=1[S:28]([O:31][NH2:32])(=[O:30])=[O:29]. (6) Given the product [OH:43][C:26]([CH3:42])([CH3:25])[CH2:27][N:28]1[CH:32]=[C:31]([C:2]2[CH:3]=[CH:4][C:5]3[C:11]4[N:12]=[C:13]([N:15]5[C:19]([CH3:21])([CH3:20])[C:18](=[O:22])[NH:17][C:16]5=[O:23])[S:14][C:10]=4[CH2:9][CH2:8][O:7][C:6]=3[CH:24]=2)[CH:30]=[N:29]1, predict the reactants needed to synthesize it. The reactants are: Br[C:2]1[CH:3]=[CH:4][C:5]2[C:11]3[N:12]=[C:13]([N:15]4[C:19]([CH3:21])([CH3:20])[C:18](=[O:22])[NH:17][C:16]4=[O:23])[S:14][C:10]=3[CH2:9][CH2:8][O:7][C:6]=2[CH:24]=1.[CH3:25][C:26]([OH:43])([CH3:42])[CH2:27][N:28]1[CH:32]=[C:31](B2OC(C)(C)C(C)(C)O2)[CH:30]=[N:29]1. (7) The reactants are: [CH3:1][NH:2][C@@H:3]1[C@@H:8]([OH:9])[C@H:7]([O:10][C@@H:11]2[O:16][C@H:15]([CH2:17][OH:18])[C@H:14]([OH:19])[C@@H:13]3[O:20][C:21]4([O:27][C@H:26]([C@@H:28]([NH2:31])[CH2:29][OH:30])[C@H:25]([OH:32])[C@@H:24]([OH:33])[C@H:23]4[OH:34])[O:22][C@H:12]23)[C@@H:6]([OH:35])[C@H:5]([NH2:36])[CH2:4]1. Given the product [CH3:1][NH:2][C@H:3]1[C@H:8]([OH:9])[C@@H:7]([O:10][C@H:11]2[O:16][C@H:15]([CH2:17][OH:18])[C@H:14]([OH:19])[C@@H:13]3[O:20][C@:21]4([O:27][C@H:26]([C@H:28]([NH2:31])[CH2:29][OH:30])[C@H:25]([OH:32])[C@H:24]([OH:33])[C@H:23]4[OH:34])[O:22][C@@H:12]23)[C@H:6]([OH:35])[C@@H:5]([NH2:36])[CH2:4]1, predict the reactants needed to synthesize it.